From a dataset of Forward reaction prediction with 1.9M reactions from USPTO patents (1976-2016). Predict the product of the given reaction. (1) Given the reactants [F:1][CH:2]1[CH2:5][NH:4][CH2:3]1.[CH3:6][C:7]1[N:8]=[N:9][N:10]([CH3:46])[C:11]=1[C:12]1[CH:24]=[N:23][C:22]2[C:21]3[CH:20]=[C:19]([C:25](N4CC(C)(O)C4)=[O:26])[CH:18]=[CH:17][C:16]=3[N:15]([C@@H:33]([CH:40]3[CH2:45][CH2:44][O:43][CH2:42][CH2:41]3)[C:34]3[CH:39]=[CH:38][CH:37]=[CH:36][CH:35]=3)[C:14]=2[CH:13]=1, predict the reaction product. The product is: [F:1][CH:2]1[CH2:5][N:4]([C:25]([C:19]2[CH:18]=[CH:17][C:16]3[N:15]([C@@H:33]([CH:40]4[CH2:45][CH2:44][O:43][CH2:42][CH2:41]4)[C:34]4[CH:39]=[CH:38][CH:37]=[CH:36][CH:35]=4)[C:14]4[CH:13]=[C:12]([C:11]5[N:10]([CH3:46])[N:9]=[N:8][C:7]=5[CH3:6])[CH:24]=[N:23][C:22]=4[C:21]=3[CH:20]=2)=[O:26])[CH2:3]1. (2) Given the reactants [C:1]([C:3]1[CH:4]=[N:5][C:6]2[CH:7]=[CH:8][C:9](=[O:32])[NH:10][C:11]=2[C:12]=1[CH2:13][CH:14]([C:16]12[CH2:23][CH2:22][C:19]([NH:24][C:25](=[O:31])[O:26][C:27]([CH3:30])([CH3:29])[CH3:28])([CH2:20][CH2:21]1)[CH2:18][O:17]2)[OH:15])#[N:2].Br[CH2:34][CH2:35][CH2:36][O:37][CH:38]1[CH2:43][CH2:42][CH2:41][CH2:40][O:39]1, predict the reaction product. The product is: [C:1]([C:3]1[CH:4]=[N:5][C:6]2[C:11]([C:12]=1[CH2:13][CH:14]([C:16]13[CH2:23][CH2:22][C:19]([NH:24][C:25](=[O:31])[O:26][C:27]([CH3:28])([CH3:29])[CH3:30])([CH2:20][CH2:21]1)[CH2:18][O:17]3)[OH:15])=[N:10][C:9]([O:32][CH2:34][CH2:35][CH2:36][O:37][CH:38]1[CH2:43][CH2:42][CH2:41][CH2:40][O:39]1)=[CH:8][CH:7]=2)#[N:2].